From a dataset of TCR-epitope binding with 47,182 pairs between 192 epitopes and 23,139 TCRs. Binary Classification. Given a T-cell receptor sequence (or CDR3 region) and an epitope sequence, predict whether binding occurs between them. (1) The epitope is VTEHDTLLY. The TCR CDR3 sequence is CASSLGPYEQYF. Result: 0 (the TCR does not bind to the epitope). (2) The epitope is KAYNVTQAF. The TCR CDR3 sequence is CASSEGTGEAREQYF. Result: 1 (the TCR binds to the epitope). (3) The TCR CDR3 sequence is CASKPTGYSYNEQFF. The epitope is VVYRGTTTY. Result: 0 (the TCR does not bind to the epitope). (4) The epitope is FLNGSCGSV. The TCR CDR3 sequence is CASSFRTYEQYF. Result: 1 (the TCR binds to the epitope). (5) The epitope is LLQTGIHVRVSQPSL. The TCR CDR3 sequence is CATQGVGGNTIYF. Result: 0 (the TCR does not bind to the epitope). (6) The epitope is EPLPQGQLTAY. The TCR CDR3 sequence is CASSLGNGYTF. Result: 0 (the TCR does not bind to the epitope). (7) The epitope is LEPLVDLPI. The TCR CDR3 sequence is CASSPGLAGGGTYNEQFF. Result: 1 (the TCR binds to the epitope). (8) The epitope is VLWAHGFEL. The TCR CDR3 sequence is CASSLHRGVETQYF. Result: 1 (the TCR binds to the epitope). (9) The epitope is TPINLVRDL. The TCR CDR3 sequence is CASSPYGGGNSPLHF. Result: 0 (the TCR does not bind to the epitope). (10) The TCR CDR3 sequence is CSVGDSPNSPLHF. Result: 1 (the TCR binds to the epitope). The epitope is IQYIDIGNY.